From a dataset of Reaction yield outcomes from USPTO patents with 853,638 reactions. Predict the reaction yield, written as a fraction of the theoretical maximum amount of product (1.0 means a 100% yield; for example, 0.34 means a 34% yield). (1) The reactants are [Cl:1][C:2]1[C:11]([N+:12]([O-:14])=[O:13])=[CH:10][C:5]2[NH:6][C:7](=O)[NH:8][C:4]=2[CH:3]=1.P(Cl)(Cl)([Cl:17])=O. No catalyst specified. The product is [Cl:17][C:7]1[NH:8][C:4]2[CH:3]=[C:2]([Cl:1])[C:11]([N+:12]([O-:14])=[O:13])=[CH:10][C:5]=2[N:6]=1. The yield is 0.890. (2) The reactants are C(N(CC)CC)C.[OH:8][C:9]1[C:18]([N+:19]([O-:21])=[O:20])=[C:17]2[C:12]([CH:13]=[CH:14][C:15]([CH3:22])=[N:16]2)=[CH:11][CH:10]=1.[CH3:23][O:24][CH2:25]Cl. The catalyst is C1COCC1.C(Cl)(Cl)Cl. The product is [CH3:23][O:24][CH2:25][O:8][C:9]1[C:18]([N+:19]([O-:21])=[O:20])=[C:17]2[C:12]([CH:13]=[CH:14][C:15]([CH3:22])=[N:16]2)=[CH:11][CH:10]=1. The yield is 0.950. (3) The reactants are [SH:1][C:2]1[C:11]([C:12]([NH:14][CH2:15][C:16]2[S:17][CH:18]=[CH:19][CH:20]=2)=[O:13])=[CH:10][C:9]2[C:4](=[CH:5][CH:6]=[CH:7][CH:8]=2)[N:3]=1.C([O-])([O-])=O.[K+].[K+].I[CH2:28][CH2:29][CH2:30][CH2:31][CH3:32]. The catalyst is CN(C=O)C. The product is [CH2:28]([S:1][C:2]1[C:11]([C:12]([NH:14][CH2:15][C:16]2[S:17][CH:18]=[CH:19][CH:20]=2)=[O:13])=[CH:10][C:9]2[C:4](=[CH:5][CH:6]=[CH:7][CH:8]=2)[N:3]=1)[CH2:29][CH2:30][CH2:31][CH3:32]. The yield is 0.390.